Predict the reactants needed to synthesize the given product. From a dataset of Full USPTO retrosynthesis dataset with 1.9M reactions from patents (1976-2016). (1) Given the product [CH2:1]([N:5]1[C:9]([C:10]#[N:11])=[C:8]([CH:12]=[O:13])[N:7]=[C:6]1[N:14]1[CH2:15][CH2:16][N:17]([C:20]([O:22][C:23]([CH3:26])([CH3:25])[CH3:24])=[O:21])[CH2:18][CH2:19]1)[C:2]#[C:3][CH3:4], predict the reactants needed to synthesize it. The reactants are: [CH2:1]([N:5]1[C:9]([C:10]#[N:11])=[C:8]([CH2:12][OH:13])[N:7]=[C:6]1[N:14]1[CH2:19][CH2:18][N:17]([C:20]([O:22][C:23]([CH3:26])([CH3:25])[CH3:24])=[O:21])[CH2:16][CH2:15]1)[C:2]#[C:3][CH3:4]. (2) Given the product [F:1][C:2]1[C:9]([O:10][CH2:14][CH2:15][O:16][CH3:17])=[CH:8][C:7]([O:11][CH3:12])=[CH:6][C:3]=1[CH:4]=[O:5], predict the reactants needed to synthesize it. The reactants are: [F:1][C:2]1[C:9]([OH:10])=[CH:8][C:7]([O:11][CH3:12])=[CH:6][C:3]=1[CH:4]=[O:5].Br[CH2:14][CH2:15][O:16][CH3:17].COC(=O)N=C(SC)C(C1C=C(OC)C=C(O)C=1F)=NC1C=CC(C2N=C(C)ON=2)=CC=1.FCCI. (3) Given the product [CH3:1][O:2][C:3]1[CH:4]=[C:5]([NH:12][CH2:13][CH2:14][CH2:15][N:16]2[CH2:17][CH2:18][CH2:19][CH2:20]2)[CH:6]=[CH:7][C:8]=1[NH2:9], predict the reactants needed to synthesize it. The reactants are: [CH3:1][O:2][C:3]1[CH:4]=[C:5]([NH:12][CH2:13][CH2:14][CH2:15][N:16]2[CH2:20][CH2:19][CH2:18][CH2:17]2)[CH:6]=[CH:7][C:8]=1[N+:9]([O-])=O.Cl.